Dataset: Reaction yield outcomes from USPTO patents with 853,638 reactions. Task: Predict the reaction yield, written as a fraction of the theoretical maximum amount of product (1.0 means a 100% yield; for example, 0.34 means a 34% yield). (1) The reactants are Cl.[CH3:2][C:3]1[CH:8]=[CH:7][C:6]([NH:9]N)=[CH:5][CH:4]=1.[CH:11]1([N:14]2[CH2:19][CH2:18][C:17](=O)[CH2:16][CH2:15]2)[CH2:13][CH2:12]1. The catalyst is S(=O)(=O)(O)O.O1CCOCC1. The product is [CH:11]1([N:14]2[CH2:19][CH2:18][C:17]3[NH:9][C:6]4[CH:5]=[CH:4][C:3]([CH3:2])=[CH:8][C:7]=4[C:16]=3[CH2:15]2)[CH2:13][CH2:12]1. The yield is 0.660. (2) The reactants are [C:1](/[N:3]=[C:4](\SC)/[NH:5][C:6]1[CH:11]=[C:10]([Cl:12])[C:9]([C:13]2[CH:18]=[CH:17][CH:16]=[CH:15][CH:14]=2)=[C:8]([Cl:19])[CH:7]=1)#[N:2].[NH2:22][NH2:23]. The catalyst is C(O)C. The product is [Cl:12][C:10]1[CH:11]=[C:6]([NH:5][C:4]2[N:3]=[C:1]([NH2:2])[NH:23][N:22]=2)[CH:7]=[C:8]([Cl:19])[C:9]=1[C:13]1[CH:18]=[CH:17][CH:16]=[CH:15][CH:14]=1. The yield is 0.690. (3) The catalyst is C1COCC1. The reactants are Br[C:2]1[CH:3]=[CH:4][C:5]2[N:6]([C:15]3[CH:20]=[CH:19][CH:18]=[CH:17][CH:16]=3)[C:7]3[C:12]([C:13]=2[CH:14]=1)=[CH:11][CH:10]=[CH:9][CH:8]=3.CCCCCC.C([Li])CCC.[B:32](OC)([O:35]C)[O:33]C.Cl. The product is [C:7]1([N:6]2[C:5]3[CH:13]=[CH:14][C:2]([B:32]([OH:35])[OH:33])=[CH:3][C:4]=3[C:20]3[C:15]2=[CH:16][CH:17]=[CH:18][CH:19]=3)[CH:12]=[CH:11][CH:10]=[CH:9][CH:8]=1. The yield is 0.580. (4) The reactants are [OH:1][C:2]1[CH:3]=[C:4]([CH:10]2[CH2:14][NH:13][C:12](=[O:15])[CH2:11]2)[CH:5]=[CH:6][C:7]=1[O:8][CH3:9].[C:16]1([CH2:22][CH2:23][CH2:24]Br)[CH:21]=[CH:20][CH:19]=[CH:18][CH:17]=1.C(=O)([O-])[O-].[K+].[K+]. The catalyst is CN(C)C=O. The product is [C:16]1([CH2:22][CH2:23][CH2:24][O:1][C:2]2[CH:3]=[C:4]([CH:10]3[CH2:14][NH:13][C:12](=[O:15])[CH2:11]3)[CH:5]=[CH:6][C:7]=2[O:8][CH3:9])[CH:21]=[CH:20][CH:19]=[CH:18][CH:17]=1. The yield is 0.720. (5) The reactants are [CH3:1][C:2]1([CH3:17])[C:6](=[O:7])[C:5]2[C:8]([CH3:16])=[C:9]([N+:13]([O-])=O)[CH:10]=[C:11]([CH3:12])[C:4]=2[O:3]1. The catalyst is C(OCC)(=O)C.CCCCCC. The product is [NH2:13][C:9]1[CH:10]=[C:11]([CH3:12])[C:4]2[O:3][C:2]([CH3:1])([CH3:17])[C:6](=[O:7])[C:5]=2[C:8]=1[CH3:16]. The yield is 0.970. (6) The reactants are [Cl:1][C:2]1[CH:38]=[CH:37][C:5]([O:6][CH2:7][C:8]([N:10]2[CH2:15][CH2:14][N:13]([C:16]3[C:17]4[CH:29]=[C:28]([C:30]5[CH:35]=[CH:34][C:33]([F:36])=[CH:32][CH:31]=5)[S:27][C:18]=4[N:19]=[C:20]([C:22]([O:24]CC)=O)[N:21]=3)[CH2:12][CH2:11]2)=[O:9])=[CH:4][CH:3]=1.[NH3:39]. The catalyst is CO. The product is [Cl:1][C:2]1[CH:3]=[CH:4][C:5]([O:6][CH2:7][C:8]([N:10]2[CH2:15][CH2:14][N:13]([C:16]3[C:17]4[CH:29]=[C:28]([C:30]5[CH:35]=[CH:34][C:33]([F:36])=[CH:32][CH:31]=5)[S:27][C:18]=4[N:19]=[C:20]([C:22]([NH2:39])=[O:24])[N:21]=3)[CH2:12][CH2:11]2)=[O:9])=[CH:37][CH:38]=1. The yield is 0.660. (7) The reactants are Br[C:2]1[N:7]=[C:6]([C:8]([OH:10])=[O:9])[CH:5]=[CH:4][C:3]=1[F:11].[F:12][C:13]1[CH:14]=[C:15](B(O)O)[CH:16]=[CH:17][C:18]=1[F:19]. The catalyst is C1C=CC(P(C2C=CC=CC=2)[C-]2C=CC=C2)=CC=1.C1C=CC(P(C2C=CC=CC=2)[C-]2C=CC=C2)=CC=1.Cl[Pd]Cl.[Fe+2].C(Cl)Cl. The product is [F:12][C:13]1[CH:14]=[C:15]([C:2]2[N:7]=[C:6]([C:8]([OH:10])=[O:9])[CH:5]=[CH:4][C:3]=2[F:11])[CH:16]=[CH:17][C:18]=1[F:19]. The yield is 0.700. (8) The reactants are [O:1]([C:8]1[CH:9]=[C:10]([C:14]23[CH2:21][CH2:20][C:17]([CH2:22][CH2:23][CH:24]=[O:25])([CH2:18][CH2:19]2)[O:16][CH2:15]3)[CH:11]=[CH:12][CH:13]=1)[C:2]1[CH:7]=[CH:6][CH:5]=[CH:4][CH:3]=1.CC(C[AlH]CC(C)C)C. The catalyst is C(Cl)Cl.C1(C)C=CC=CC=1. The product is [O:1]([C:8]1[CH:9]=[C:10]([C:14]23[CH2:21][CH2:20][C:17]([CH2:22][CH2:23][CH2:24][OH:25])([CH2:18][CH2:19]2)[O:16][CH2:15]3)[CH:11]=[CH:12][CH:13]=1)[C:2]1[CH:7]=[CH:6][CH:5]=[CH:4][CH:3]=1. The yield is 0.770. (9) The reactants are [CH3:1][Mg+].[Br-].[Cl:4][C:5]1[CH:10]=[C:9]([C:11](N(C)OC)=[O:12])[CH:8]=[C:7]([Cl:17])[N:6]=1. The catalyst is C1COCC1. The product is [Cl:4][C:5]1[CH:10]=[C:9]([C:11](=[O:12])[CH3:1])[CH:8]=[C:7]([Cl:17])[N:6]=1. The yield is 0.990.